Task: Regression. Given a peptide amino acid sequence and an MHC pseudo amino acid sequence, predict their binding affinity value. This is MHC class II binding data.. Dataset: Peptide-MHC class II binding affinity with 134,281 pairs from IEDB (1) The peptide sequence is LLTSGMVIFFMSPKGK. The MHC is DRB1_0701 with pseudo-sequence DRB1_0701. The binding affinity (normalized) is 0.571. (2) The peptide sequence is DSVTPMILKAQKGGNL. The MHC is DRB1_0701 with pseudo-sequence DRB1_0701. The binding affinity (normalized) is 0.341. (3) The peptide sequence is QAGGKLCPNNLCCSQ. The MHC is HLA-DPA10103-DPB10401 with pseudo-sequence HLA-DPA10103-DPB10401. The binding affinity (normalized) is 0. (4) The binding affinity (normalized) is 0.574. The MHC is DRB1_1602 with pseudo-sequence DRB1_1602. The peptide sequence is VKKYFAATQFEPLAA. (5) The peptide sequence is YDKFLANVSTVNTGK. The MHC is DRB1_1602 with pseudo-sequence DRB1_1602. The binding affinity (normalized) is 0.701. (6) The peptide sequence is GKIASCLNDNANGYF. The MHC is HLA-DQA10501-DQB10201 with pseudo-sequence HLA-DQA10501-DQB10201. The binding affinity (normalized) is 0.224. (7) The peptide sequence is RRRLLVLDAVALERW. The MHC is DRB1_0405 with pseudo-sequence DRB1_0405. The binding affinity (normalized) is 0.975. (8) The peptide sequence is KDFTFVCPTEIVEFAKLAKQ. The MHC is DRB1_1501 with pseudo-sequence DRB1_1501. The binding affinity (normalized) is 0.477. (9) The peptide sequence is LRKAFDAFDREKSGS. The MHC is DRB1_0404 with pseudo-sequence DRB1_0404. The binding affinity (normalized) is 0.0854. (10) The peptide sequence is TVEKWLACGVDNFCV. The MHC is DRB3_0101 with pseudo-sequence DRB3_0101. The binding affinity (normalized) is 0.463.